Dataset: Reaction yield outcomes from USPTO patents with 853,638 reactions. Task: Predict the reaction yield, written as a fraction of the theoretical maximum amount of product (1.0 means a 100% yield; for example, 0.34 means a 34% yield). The reactants are [CH3:1][N:2]([CH3:34])[C:3]([C:5]1[C:22]([CH2:23][CH2:24][C:25](=O)[C:26]2[CH:31]=[CH:30][CH:29]=[CH:28][CH:27]=2)=[C:21]([OH:33])[C:8]2[N:9]=[C:10]([CH3:20])[N:11]([CH2:12][O:13][CH2:14][CH2:15][Si:16]([CH3:19])([CH3:18])[CH3:17])[C:7]=2[CH:6]=1)=[O:4].[BH4-].[Na+].[Cl-].[NH4+].[OH2:39]. The catalyst is C(O)C. The product is [CH3:1][N:2]([CH3:34])[C:3]([C:5]1[C:22]([CH2:23][CH:24]([OH:39])[CH2:25][C:26]2[CH:27]=[CH:28][CH:29]=[CH:30][CH:31]=2)=[C:21]([OH:33])[C:8]2[N:9]=[C:10]([CH3:20])[N:11]([CH2:12][O:13][CH2:14][CH2:15][Si:16]([CH3:17])([CH3:18])[CH3:19])[C:7]=2[CH:6]=1)=[O:4]. The yield is 1.00.